From a dataset of Full USPTO retrosynthesis dataset with 1.9M reactions from patents (1976-2016). Predict the reactants needed to synthesize the given product. (1) Given the product [Cl:28][C:10]1[C:11]2=[C:3]([CH2:1][CH3:2])[C:4]([C:13]([O:15][CH3:16])=[O:14])=[CH:5][N:6]2[N:7]=[CH:8][N:9]=1, predict the reactants needed to synthesize it. The reactants are: [CH2:1]([C:3]1[C:4]([C:13]([O:15][CH3:16])=[O:14])=[CH:5][N:6]2[C:11]=1[C:10](=O)[NH:9][CH:8]=[N:7]2)[CH3:2].C(N(C(C)C)CC)(C)C.P(Cl)(Cl)([Cl:28])=O. (2) Given the product [Cl:1][C:2]1[CH:7]=[CH:6][C:5]([CH:8]2[C:13]3[N:14]4[N:19]=[C:18]([CH3:20])[S:17][C:15]4=[N:16][C:12]=3[CH2:11][CH2:10][N:9]2[C:21](=[O:32])[CH2:22][O:23][C:24]2[C:25]([Cl:31])=[N:26][C:27]([CH:34]3[CH2:36][CH2:35]3)=[CH:28][CH:29]=2)=[C:4]([F:33])[CH:3]=1, predict the reactants needed to synthesize it. The reactants are: [Cl:1][C:2]1[CH:7]=[CH:6][C:5]([CH:8]2[C:13]3[N:14]4[N:19]=[C:18]([CH3:20])[S:17][C:15]4=[N:16][C:12]=3[CH2:11][CH2:10][N:9]2[C:21](=[O:32])[CH2:22][O:23][C:24]2[C:25]([Cl:31])=[N:26][C:27](I)=[CH:28][CH:29]=2)=[C:4]([F:33])[CH:3]=1.[CH:34]1(B(O)O)[CH2:36][CH2:35]1.C1(P(C2CCCCC2)C2CCCCC2)CCCCC1.O.[O-]P([O-])([O-])=O.[K+].[K+].[K+]. (3) Given the product [F:60][CH:61]([F:64])[CH2:62][O:63][C:2]1[CH:3]=[C:4]2[C:8](=[C:9]([Cl:11])[CH:10]=1)[C:7](=[O:12])[N:6]([CH2:13][C:14]1[CH:19]=[CH:18][C:17]([O:20][C:21]([F:24])([F:23])[F:22])=[CH:16][CH:15]=1)[CH2:5]2, predict the reactants needed to synthesize it. The reactants are: Br[C:2]1[CH:3]=[C:4]2[C:8](=[C:9]([Cl:11])[CH:10]=1)[C:7](=[O:12])[N:6]([CH2:13][C:14]1[CH:19]=[CH:18][C:17]([O:20][C:21]([F:24])([F:23])[F:22])=[CH:16][CH:15]=1)[CH2:5]2.C(P(C(C)(C)C)C1C=CC2C(=CC=CC=2)C=1C1C2C(=CC=CC=2)C=CC=1)(C)(C)C.C(=O)([O-])[O-].[Cs+].[Cs+].[F:60][CH:61]([F:64])[CH2:62][OH:63]. (4) Given the product [F:41][C:42]1[CH:43]=[C:44]([CH:60]=[CH:61][CH:62]=1)[CH2:45][N:46]1[CH:50]=[C:49]([C:2]2[C:10]3[C:5](=[N:6][CH:7]=[C:8]([C:11]4[CH:12]=[C:13]([CH:28]=[CH:29][CH:30]=4)[CH2:14][CH:15]4[CH2:16][CH2:17][N:18]([C:21]([O:23][C:24]([CH3:26])([CH3:25])[CH3:27])=[O:22])[CH2:19][CH2:20]4)[CH:9]=3)[N:4]([S:31]([C:34]3[CH:40]=[CH:39][C:37]([CH3:38])=[CH:36][CH:35]=3)(=[O:33])=[O:32])[CH:3]=2)[CH:48]=[N:47]1, predict the reactants needed to synthesize it. The reactants are: I[C:2]1[C:10]2[C:5](=[N:6][CH:7]=[C:8]([C:11]3[CH:12]=[C:13]([CH:28]=[CH:29][CH:30]=3)[CH2:14][CH:15]3[CH2:20][CH2:19][N:18]([C:21]([O:23][C:24]([CH3:27])([CH3:26])[CH3:25])=[O:22])[CH2:17][CH2:16]3)[CH:9]=2)[N:4]([S:31]([C:34]2[CH:40]=[CH:39][C:37]([CH3:38])=[CH:36][CH:35]=2)(=[O:33])=[O:32])[CH:3]=1.[F:41][C:42]1[CH:43]=[C:44]([CH:60]=[CH:61][CH:62]=1)[CH2:45][N:46]1[CH:50]=[C:49](B2OC(C)(C)C(C)(C)O2)[CH:48]=[N:47]1.C(=O)([O-])[O-].[Na+].[Na+]. (5) The reactants are: [N:1]([CH2:4][C@H:5]1[O:9][C:8](=[O:10])[C@@H:7]([NH:11][C:12](=[O:18])[O:13][C:14]([CH3:17])([CH3:16])[CH3:15])[CH2:6]1)=[N+]=[N-]. Given the product [OH:9][CH:5]1[CH2:4][NH:1][C:8](=[O:10])[CH:7]([NH:11][C:12](=[O:18])[O:13][C:14]([CH3:17])([CH3:16])[CH3:15])[CH2:6]1, predict the reactants needed to synthesize it.